From a dataset of Catalyst prediction with 721,799 reactions and 888 catalyst types from USPTO. Predict which catalyst facilitates the given reaction. (1) Reactant: C(OC([N:8]1[C:16]2[C:11](=[CH:12][CH:13]=[C:14]([C:17]([O:19][CH2:20][C:21]3[CH:26]=[CH:25][CH:24]=[CH:23][CH:22]=3)=[O:18])[CH:15]=2)[C:10]([Br:27])=[N:9]1)=O)(C)(C)C.C(O)(C(F)(F)F)=O.C([O-])(O)=O.[Na+]. Product: [CH2:20]([O:19][C:17]([C:14]1[CH:15]=[C:16]2[C:11]([C:10]([Br:27])=[N:9][NH:8]2)=[CH:12][CH:13]=1)=[O:18])[C:21]1[CH:26]=[CH:25][CH:24]=[CH:23][CH:22]=1. The catalyst class is: 2. (2) Reactant: Cl[C:2]1[C:3]2[CH:11]=[CH:10][N:9]([CH2:12][CH2:13][N:14]3[CH2:19][CH2:18][N:17]([C:20]4[CH:25]=[CH:24][C:23]([F:26])=[CH:22][C:21]=4[F:27])[CH2:16][CH2:15]3)[C:4]=2[N:5]=[C:6]([NH2:8])[N:7]=1.[O:28]1[CH:32]=[CH:31][CH:30]=[C:29]1[C:33]([NH:35][NH2:36])=[O:34]. Product: [NH2:8][C:6]1[N:7]=[C:2]([NH:36][NH:35][C:33]([C:29]2[O:28][CH:32]=[CH:31][CH:30]=2)=[O:34])[C:3]2[CH:11]=[CH:10][N:9]([CH2:12][CH2:13][N:14]3[CH2:19][CH2:18][N:17]([C:20]4[CH:25]=[CH:24][C:23]([F:26])=[CH:22][C:21]=4[F:27])[CH2:16][CH2:15]3)[C:4]=2[N:5]=1. The catalyst class is: 37. (3) Reactant: [CH3:1][SH:2].[Na].F[C:5]1[CH:6]=[CH:7][C:8]([N+:14]([O-:16])=[O:15])=[C:9]([CH:13]=1)[C:10]([OH:12])=[O:11].C(O)C.Cl. Product: [CH3:1][S:2][C:5]1[CH:6]=[CH:7][C:8]([N+:14]([O-:16])=[O:15])=[C:9]([CH:13]=1)[C:10]([OH:12])=[O:11]. The catalyst class is: 6. (4) Reactant: [CH:1]1([C:4]2[N:5]=[C:6]3[C:12]([C:13]([OH:15])=O)=[CH:11][N:10](COCC[Si](C)(C)C)[C:7]3=[N:8][CH:9]=2)[CH2:3][CH2:2]1.FC(F)(F)C(O)=O.Cl.[NH2:32][C@@H:33]([CH:38]([CH3:40])[CH3:39])[C:34]([CH3:37])([OH:36])[CH3:35].F[P-](F)(F)(F)(F)F.N1(O[P+](N(C)C)(N(C)C)N(C)C)C2C=CC=CC=2N=N1.CCN(CC)CC. Product: [OH:36][C:34]([CH3:37])([CH3:35])[C@@H:33]([NH:32][C:13]([C:12]1[C:6]2[C:7](=[N:8][CH:9]=[C:4]([CH:1]3[CH2:2][CH2:3]3)[N:5]=2)[NH:10][CH:11]=1)=[O:15])[CH:38]([CH3:40])[CH3:39]. The catalyst class is: 91. (5) Reactant: [CH2:1]([O:3][C:4]([C@@:6]1([NH:11][C:12]([C@@H:14]2[CH2:18][C@@H:17]([O:19][C:20]3[C:29]4[C:24](=[C:25]([CH3:32])[C:26]([O:30][CH3:31])=[CH:27][CH:28]=4)[N:23]=[C:22]([C:33]4[S:34][CH:35]=[C:36]([CH:38]([CH3:40])[CH3:39])[N:37]=4)[CH:21]=3)[CH2:16][C@H:15]2[C:41](O)=[O:42])=[O:13])[CH2:8][C@H:7]1[CH:9]=[CH2:10])=[O:5])[CH3:2].[CH3:44][NH:45][CH2:46][CH2:47][CH2:48][CH2:49][CH:50]=[CH2:51].C(OC(N1C2C(=CC=CC=2)C=CC1OCC)=O)C.CC1CCCO1.Cl. Product: [CH2:46]([N:45]([CH3:44])[C:41]([C@@H:15]1[CH2:16][C@H:17]([O:19][C:20]2[C:29]3[C:24](=[C:25]([CH3:32])[C:26]([O:30][CH3:31])=[CH:27][CH:28]=3)[N:23]=[C:22]([C:33]3[S:34][CH:35]=[C:36]([CH:38]([CH3:39])[CH3:40])[N:37]=3)[CH:21]=2)[CH2:18][C@H:14]1[C:12]([NH:11][C@:6]1([C:4]([O:3][CH2:1][CH3:2])=[O:5])[CH2:8][C@H:7]1[CH:9]=[CH2:10])=[O:13])=[O:42])[CH2:47][CH2:48][CH2:49][CH:50]=[CH2:51]. The catalyst class is: 20. (6) Reactant: [H-].[Na+].[C:3]([O:7][C:8]([N:10]1[CH2:15][CH2:14][CH:13]([O:16][CH2:17][C:18]2[O:22][N:21]=[C:20]([C:23]3[CH:28]=[CH:27][C:26]([S:29][CH2:30][CH2:31][OH:32])=[C:25]([F:33])[CH:24]=3)[N:19]=2)[CH2:12][CH2:11]1)=[O:9])([CH3:6])([CH3:5])[CH3:4].[CH3:34]I. Product: [C:3]([O:7][C:8]([N:10]1[CH2:15][CH2:14][CH:13]([O:16][CH2:17][C:18]2[O:22][N:21]=[C:20]([C:23]3[CH:28]=[CH:27][C:26]([S:29][CH2:30][CH2:31][O:32][CH3:34])=[C:25]([F:33])[CH:24]=3)[N:19]=2)[CH2:12][CH2:11]1)=[O:9])([CH3:6])([CH3:4])[CH3:5]. The catalyst class is: 3. (7) Reactant: Cl.[CH3:2][O:3][C:4](=[O:18])[C:5]1[C:6](=[C:11]([N+:15]([O-])=O)[CH:12]=[CH:13][CH:14]=1)[C:7]([O:9][CH3:10])=[O:8].[Sn](Cl)(Cl)(Cl)Cl. Product: [CH3:2][O:3][C:4](=[O:18])[C:5]1[C:6](=[C:11]([NH2:15])[CH:12]=[CH:13][CH:14]=1)[C:7]([O:9][CH3:10])=[O:8]. The catalyst class is: 8. (8) Reactant: C(OC([N:11]1[CH2:22][CH2:21][N:20]([CH2:23][C:24]([O:26][C:27]([CH3:30])([CH3:29])[CH3:28])=[O:25])[CH2:19][CH2:18][N:17](C(OCC2C=CC=CC=2)=O)[CH2:16][CH2:15][N:14]([CH2:41][C:42]([O:44][C:45]([CH3:48])([CH3:47])[CH3:46])=[O:43])[CH2:13][CH2:12]1)=O)C1C=CC=CC=1.CCOCC. Product: [C:24]([CH2:23][N:20]1[CH2:21][CH2:22][NH:11][CH2:12][CH2:13][N:14]([CH2:41][C:42]([O:44][C:45]([CH3:48])([CH3:47])[CH3:46])=[O:43])[CH2:15][CH2:16][NH:17][CH2:18][CH2:19]1)([O:26][C:27]([CH3:28])([CH3:30])[CH3:29])=[O:25]. The catalyst class is: 29. (9) Reactant: C(OC([NH:8][CH:9]1[CH2:14][CH2:13][N:12]([C:15]([C:17]2[CH:38]=[C:20]3[CH2:21][N:22]([C:26]([O:28][CH2:29][C:30]4[CH:35]=[C:34]([Cl:36])[CH:33]=[C:32]([Cl:37])[CH:31]=4)=[O:27])[CH2:23][CH2:24][CH2:25][N:19]3[N:18]=2)=[O:16])[CH2:11][CH2:10]1)=O)(C)(C)C.C(O)(C(F)(F)F)=O. Product: [NH2:8][CH:9]1[CH2:10][CH2:11][N:12]([C:15]([C:17]2[CH:38]=[C:20]3[CH2:21][N:22]([C:26]([O:28][CH2:29][C:30]4[CH:31]=[C:32]([Cl:37])[CH:33]=[C:34]([Cl:36])[CH:35]=4)=[O:27])[CH2:23][CH2:24][CH2:25][N:19]3[N:18]=2)=[O:16])[CH2:13][CH2:14]1. The catalyst class is: 4. (10) The catalyst class is: 2. Product: [CH:2]([CH:3]1[CH2:9][CH:8]2[CH:6]([CH2:7]2)[CH2:5][N:4]1[C:10]([O:12][C:13]([CH3:16])([CH3:15])[CH3:14])=[O:11])=[O:1]. Reactant: [OH:1][CH2:2][CH:3]1[CH2:9][CH:8]2[CH:6]([CH2:7]2)[CH2:5][N:4]1[C:10]([O:12][C:13]([CH3:16])([CH3:15])[CH3:14])=[O:11].CC1(C)N([O])C(C)(C)CCC1.